This data is from Forward reaction prediction with 1.9M reactions from USPTO patents (1976-2016). The task is: Predict the product of the given reaction. (1) Given the reactants [NH2:1][C@H:2]([C:16]([O:18]CCN(CC)CC)=[O:17])[CH2:3][CH2:4][CH2:5][NH:6][C:7](=[NH:15])[N:8]([C:12]([CH3:14])=[O:13])[C:9]([CH3:11])=[O:10].[NH:26](C(OC(C)(C)C)=O)[C@H:27]([C:34]([N:36]1[CH2:50][CH2:49][CH2:48][C@H:37]1[C:38](ON1C(=O)CCC1=O)=[O:39])=[O:35])[CH2:28][C:29](=[O:33])[O:30][CH2:31][CH3:32].C(OCC)(=O)C, predict the reaction product. The product is: [NH2:26][C@H:27]([C:34]([N:36]1[CH2:50][CH2:49][CH2:48][C@H:37]1[C:38]([NH:1][C@H:2]([C:16]([OH:18])=[O:17])[CH2:3][CH2:4][CH2:5][NH:6][C:7](=[NH:15])[N:8]([C:9]([CH3:11])=[O:10])[C:12]([CH3:14])=[O:13])=[O:39])=[O:35])[CH2:28][C:29](=[O:33])[O:30][CH2:31][CH3:32]. (2) Given the reactants [C:1]([O:5][C:6](=[O:17])[NH:7][CH2:8][C:9]1[CH:14]=[CH:13][C:12]([CH:15]=O)=[CH:11][CH:10]=1)([CH3:4])([CH3:3])[CH3:2].[N:18]1[C:27]2[CH2:26][CH:25]([NH2:28])[CH2:24][CH2:23][C:22]=2[CH:21]=[CH:20][CH:19]=1.[BH4-].[Na+], predict the reaction product. The product is: [C:1]([O:5][C:6](=[O:17])[NH:7][CH2:8][C:9]1[CH:14]=[CH:13][C:12]([CH2:15][NH:28][CH:25]2[CH2:26][C:27]3[N:18]=[CH:19][CH:20]=[CH:21][C:22]=3[CH2:23][CH2:24]2)=[CH:11][CH:10]=1)([CH3:4])([CH3:3])[CH3:2]. (3) Given the reactants [C:1]([O:5][C:6]([N:8]1[CH2:13][CH2:12][CH:11]([C:14]2[CH:19]=[CH:18][N:17]=[C:16]([C:20](=[O:36])[N:21]([CH2:29][C:30]3[CH:35]=[CH:34][CH:33]=[CH:32][CH:31]=3)[O:22]C3CCCCO3)[CH:15]=2)[CH2:10][CH2:9]1)=[O:7])([CH3:4])([CH3:3])[CH3:2].C1(C)C=CC(S([O-])(=O)=O)=CC=1.[NH+]1C=CC=CC=1, predict the reaction product. The product is: [C:1]([O:5][C:6]([N:8]1[CH2:13][CH2:12][CH:11]([C:14]2[CH:19]=[CH:18][N:17]=[C:16]([C:20](=[O:36])[N:21]([CH2:29][C:30]3[CH:35]=[CH:34][CH:33]=[CH:32][CH:31]=3)[OH:22])[CH:15]=2)[CH2:10][CH2:9]1)=[O:7])([CH3:4])([CH3:2])[CH3:3]. (4) Given the reactants Br[CH2:2][C:3]1[CH:8]=[CH:7][C:6]([N+:9]([O-:11])=[O:10])=[CH:5][C:4]=1[CH2:12]Br.Cl.[CH2:15]([NH2:17])[CH3:16].CCN(CC)CC, predict the reaction product. The product is: [CH2:15]([N:17]1[CH2:12][C:4]2[C:3](=[CH:8][CH:7]=[C:6]([N+:9]([O-:11])=[O:10])[CH:5]=2)[CH2:2]1)[CH3:16]. (5) Given the reactants [C:1]([C:5]1[CH:10]=[CH:9][C:8]([S:11]([N:14]2[C:20]3[CH:21]=[C:22]([C:25]([NH:27][NH2:28])=[O:26])[CH:23]=[CH:24][C:19]=3[NH:18][C:17]3[N:29]=[C:30]([C:33]([F:36])([F:35])[F:34])[CH:31]=[CH:32][C:16]=3[CH2:15]2)(=[O:13])=[O:12])=[CH:7][CH:6]=1)([CH3:4])([CH3:3])[CH3:2].C([O-])(O)=O.[Na+].[N:42]#[C:43]Br, predict the reaction product. The product is: [C:1]([C:5]1[CH:6]=[CH:7][C:8]([S:11]([N:14]2[C:20]3[CH:21]=[C:22]([C:25]4[O:26][C:43]([NH2:42])=[N:28][N:27]=4)[CH:23]=[CH:24][C:19]=3[NH:18][C:17]3[N:29]=[C:30]([C:33]([F:35])([F:36])[F:34])[CH:31]=[CH:32][C:16]=3[CH2:15]2)(=[O:13])=[O:12])=[CH:9][CH:10]=1)([CH3:4])([CH3:2])[CH3:3].